Predict the product of the given reaction. From a dataset of Forward reaction prediction with 1.9M reactions from USPTO patents (1976-2016). Given the reactants C(C1C=CC(C)=CC=1)(C)(C)C.ON1C(=O)C2=CC=CC=C2C1=O.O=O.[C:26]([C:30]1[CH:38]=[CH:37][C:33]([C:34](O)=[O:35])=[CH:32][CH:31]=1)([CH3:29])([CH3:28])[CH3:27], predict the reaction product. The product is: [C:26]([C:30]1[CH:31]=[CH:32][C:33]([CH:34]=[O:35])=[CH:37][CH:38]=1)([CH3:29])([CH3:27])[CH3:28].